Dataset: Blood-brain barrier permeability classification from the B3DB database. Task: Regression/Classification. Given a drug SMILES string, predict its absorption, distribution, metabolism, or excretion properties. Task type varies by dataset: regression for continuous measurements (e.g., permeability, clearance, half-life) or binary classification for categorical outcomes (e.g., BBB penetration, CYP inhibition). Dataset: b3db_classification. (1) The drug is C[C@H](NNC(=O)c1ccccc1)c1ccccc1. The result is 1 (penetrates BBB). (2) The compound is CC(C)(C)NC(=O)[C@@H]1C[C@@H]2CCCC[C@@H]2CN1C[C@@H](O)[C@H](Cc1ccccc1)NC(=O)[C@H](CC(N)=O)NC(=O)c1ccc2ccccc2n1. The result is 1 (penetrates BBB).